The task is: Predict which catalyst facilitates the given reaction.. This data is from Catalyst prediction with 721,799 reactions and 888 catalyst types from USPTO. (1) Reactant: C1(P(C2C=CC=CC=2)C2C=CC=CC=2)C=CC=CC=1.N1C=CN=C1.[I:25]I.[C:27]([O:31][C:32]([NH:34][CH2:35][CH2:36][CH2:37][CH2:38][CH2:39][CH2:40]O)=[O:33])([CH3:30])([CH3:29])[CH3:28]. Product: [C:27]([O:31][C:32]([NH:34][CH2:35][CH2:36][CH2:37][CH2:38][CH2:39][CH2:40][I:25])=[O:33])([CH3:30])([CH3:29])[CH3:28]. The catalyst class is: 4. (2) Reactant: [Cl:1][C:2]1[CH:7]=[CH:6][C:5]([C:8]2[CH:16]=[CH:15][CH:14]=[C:13]3[C:9]=2[CH2:10][C:11](=[O:17])[NH:12]3)=[CH:4][CH:3]=1.[CH2:18]([N:20]([CH2:34][CH3:35])[CH2:21][CH2:22][NH:23][C:24]([C:26]1[C:30]([CH3:31])=[C:29]([CH:32]=O)[NH:28][CH:27]=1)=[O:25])[CH3:19]. Product: [CH2:34]([N:20]([CH2:18][CH3:19])[CH2:21][CH2:22][NH:23][C:24]([C:26]1[C:30]([CH3:31])=[C:29]([CH:32]=[C:10]2[C:9]3[C:13](=[CH:14][CH:15]=[CH:16][C:8]=3[C:5]3[CH:4]=[CH:3][C:2]([Cl:1])=[CH:7][CH:6]=3)[NH:12][C:11]2=[O:17])[NH:28][CH:27]=1)=[O:25])[CH3:35]. The catalyst class is: 360.